From a dataset of Forward reaction prediction with 1.9M reactions from USPTO patents (1976-2016). Predict the product of the given reaction. Given the reactants N[C:2]1[CH:11]=[CH:10][C:9]2[C:4](=[CH:5][C:6]([Br:12])=[CH:7][CH:8]=2)[CH:3]=1.N([O-])=O.[Na+].[Cl:17]CCl, predict the reaction product. The product is: [Br:12][C:6]1[CH:5]=[C:4]2[C:9]([CH:10]=[CH:11][CH:2]=[C:3]2[Cl:17])=[CH:8][CH:7]=1.